Dataset: Forward reaction prediction with 1.9M reactions from USPTO patents (1976-2016). Task: Predict the product of the given reaction. (1) Given the reactants [CH3:1][C:2]1[CH:7]=[CH:6][C:5]([C:8]2[O:9][C:10]([CH3:13])=[N:11][N:12]=2)=[CH:4][C:3]=1[C:14]1[CH:19]=[CH:18][C:17]([C:20]([NH:22][CH2:23][C:24]2[CH:29]=[CH:28][C:27]([C:30]([F:33])([F:32])[F:31])=[CH:26][CH:25]=2)=[O:21])=[CH:16][CH:15]=1.I[CH3:35], predict the reaction product. The product is: [CH3:1][C:2]1[CH:7]=[CH:6][C:5]([C:8]2[O:9][C:10]([CH3:13])=[N:11][N:12]=2)=[CH:4][C:3]=1[C:14]1[CH:15]=[CH:16][C:17]([C:20]([N:22]([CH3:35])[CH2:23][C:24]2[CH:25]=[CH:26][C:27]([C:30]([F:32])([F:33])[F:31])=[CH:28][CH:29]=2)=[O:21])=[CH:18][CH:19]=1. (2) Given the reactants [C:1]([C:3]1[CH:4]=[C:5]([CH:9]([NH:23]S(C(C)(C)C)=O)[CH:10]([C:17]2[CH:18]=[N:19][CH:20]=[CH:21][CH:22]=2)[C:11]2[CH:12]=[N:13][CH:14]=[CH:15][CH:16]=2)[CH:6]=[CH:7][CH:8]=1)#[N:2].Cl.C([O-])(O)=O.[Na+], predict the reaction product. The product is: [NH2:23][CH:9]([C:5]1[CH:4]=[C:3]([CH:8]=[CH:7][CH:6]=1)[C:1]#[N:2])[CH:10]([C:17]1[CH:18]=[N:19][CH:20]=[CH:21][CH:22]=1)[C:11]1[CH:12]=[N:13][CH:14]=[CH:15][CH:16]=1. (3) Given the reactants [C:1]([O:5][C:6]([NH:8][C:9]1([C:13]2[CH:18]=[CH:17][C:16]([C:19]3[C:20]([C:36]4[CH:41]=[CH:40][CH:39]=[CH:38][CH:37]=4)=[CH:21][C:22]4[NH:27][C:26](=[N:28][NH:29][C:30](OCC)=[O:31])[CH2:25][O:24][C:23]=4[N:35]=3)=[CH:15][CH:14]=2)[CH2:12][CH2:11][CH2:10]1)=[O:7])([CH3:4])([CH3:3])[CH3:2], predict the reaction product. The product is: [C:1]([O:5][C:6](=[O:7])[NH:8][C:9]1([C:13]2[CH:18]=[CH:17][C:16]([C:19]3[C:20]([C:36]4[CH:41]=[CH:40][CH:39]=[CH:38][CH:37]=4)=[CH:21][C:22]4[N:27]5[C:30](=[O:31])[NH:29][N:28]=[C:26]5[CH2:25][O:24][C:23]=4[N:35]=3)=[CH:15][CH:14]=2)[CH2:12][CH2:11][CH2:10]1)([CH3:4])([CH3:3])[CH3:2]. (4) Given the reactants [NH2:1][C:2]1[CH:3]=[CH:4][C:5]([O:12][CH:13]([C:24]2[CH:29]=[CH:28][C:27]([F:30])=[CH:26][CH:25]=2)[C:14]2[CH:19]=[CH:18][C:17]([C:20]([F:23])([F:22])[F:21])=[CH:16][CH:15]=2)=[C:6]([CH:11]=1)[C:7]([O:9][CH3:10])=[O:8].[CH3:31][O:32][C:33]1[CH:34]=[C:35]([N:41]=[C:42]=[O:43])[CH:36]=[CH:37][C:38]=1[O:39][CH3:40], predict the reaction product. The product is: [CH3:31][O:32][C:33]1[CH:34]=[C:35]([NH:41][C:42]([NH:1][C:2]2[CH:3]=[CH:4][C:5]([O:12][CH:13]([C:24]3[CH:25]=[CH:26][C:27]([F:30])=[CH:28][CH:29]=3)[C:14]3[CH:19]=[CH:18][C:17]([C:20]([F:21])([F:22])[F:23])=[CH:16][CH:15]=3)=[C:6]([CH:11]=2)[C:7]([O:9][CH3:10])=[O:8])=[O:43])[CH:36]=[CH:37][C:38]=1[O:39][CH3:40]. (5) Given the reactants O[C:2]1[C:11]2[C:6](=[CH:7][CH:8]=[C:9]([C:12]([O:14][CH2:15][CH3:16])=[O:13])[CH:10]=2)[N:5]=[C:4]([C:17]2[CH:22]=[CH:21][C:20]([O:23][CH3:24])=[CH:19][CH:18]=2)[C:3]=1[C:25]1[CH:30]=[CH:29][C:28]([O:31][CH3:32])=[CH:27][CH:26]=1.O=P(Cl)(Cl)[Cl:35], predict the reaction product. The product is: [Cl:35][C:2]1[C:11]2[C:6](=[CH:7][CH:8]=[C:9]([C:12]([O:14][CH2:15][CH3:16])=[O:13])[CH:10]=2)[N:5]=[C:4]([C:17]2[CH:22]=[CH:21][C:20]([O:23][CH3:24])=[CH:19][CH:18]=2)[C:3]=1[C:25]1[CH:30]=[CH:29][C:28]([O:31][CH3:32])=[CH:27][CH:26]=1.